This data is from Peptide-MHC class II binding affinity with 134,281 pairs from IEDB. The task is: Regression. Given a peptide amino acid sequence and an MHC pseudo amino acid sequence, predict their binding affinity value. This is MHC class II binding data. (1) The peptide sequence is HDWILADKRPTAWFLHHHHHH. The MHC is DRB4_0103 with pseudo-sequence DRB4_0103. The binding affinity (normalized) is 0.495. (2) The peptide sequence is EKKYFAATQFEPLAV. The MHC is DRB1_0701 with pseudo-sequence DRB1_0701. The binding affinity (normalized) is 0.651.